Dataset: Forward reaction prediction with 1.9M reactions from USPTO patents (1976-2016). Task: Predict the product of the given reaction. (1) Given the reactants [CH2:1](OC(=O)O[C@H]1C[C@@H](N2C=NC3C2=NC(Cl)=NC=3Cl)C=C1)C.[Cl:23][C:24]1[N:32]=[C:31]2[C:27]([N:28]=[CH:29][N:30]2[C@@H:33]2[CH2:37][C@H:36]([N:38]3[N:42]=[N:41][C:40]([CH2:43][CH3:44])=N3)[C@@H:35]([OH:45])[C@H:34]2[OH:46])=[C:26]([NH:47][CH2:48][CH:49]([C:56]2[CH:61]=[CH:60][CH:59]=[CH:58][CH:57]=2)[C:50]2[CH:55]=[CH:54][CH:53]=[CH:52][CH:51]=2)[N:25]=1.C(C1C=NNN=1)C, predict the reaction product. The product is: [Cl:23][C:24]1[N:32]=[C:31]2[C:27]([N:28]=[CH:29][N:30]2[CH:33]2[CH2:37][CH:36]([N:38]3[CH:1]=[C:40]([CH2:43][CH3:44])[N:41]=[N:42]3)[CH:35]([OH:45])[CH:34]2[OH:46])=[C:26]([NH:47][CH2:48][CH:49]([C:56]2[CH:61]=[CH:60][CH:59]=[CH:58][CH:57]=2)[C:50]2[CH:55]=[CH:54][CH:53]=[CH:52][CH:51]=2)[N:25]=1. (2) Given the reactants [C:1]([O:5][C:6](=[O:27])[NH:7][C@@H:8]1[CH2:13][CH2:12][CH2:11][C:10]([F:15])([F:14])[C@@H:9]1[NH:16][C:17]([C:19]1[S:20][C:21]([CH2:25][CH3:26])=[C:22](Br)[CH:23]=1)=[O:18])([CH3:4])([CH3:3])[CH3:2].[B:28]1([B:28]2[O:32][C:31]([CH3:34])([CH3:33])[C:30]([CH3:36])([CH3:35])[O:29]2)[O:32][C:31]([CH3:34])([CH3:33])[C:30]([CH3:36])([CH3:35])[O:29]1.C([O-])(=O)C.[K+], predict the reaction product. The product is: [C:1]([O:5][C:6](=[O:27])[NH:7][C@@H:8]1[CH2:13][CH2:12][CH2:11][C:10]([F:15])([F:14])[C@@H:9]1[NH:16][C:17]([C:19]1[S:20][C:21]([CH2:25][CH3:26])=[C:22]([B:28]2[O:32][C:31]([CH3:34])([CH3:33])[C:30]([CH3:36])([CH3:35])[O:29]2)[CH:23]=1)=[O:18])([CH3:4])([CH3:3])[CH3:2]. (3) Given the reactants C(N(CC)CC)C.[C:8]1([N:14]2[C:18]([CH2:19][CH2:20][CH3:21])=[C:17]([C:22](Cl)=[O:23])[CH:16]=[N:15]2)[CH:13]=[CH:12][CH:11]=[CH:10][CH:9]=1.[Br:25][C:26]1[CH:27]=[C:28]([C:38]2[CH:43]=[CH:42][C:41]([CH2:44][NH3+:45])=[CH:40][CH:39]=2)[CH:29]=[CH:30][C:31]=1[O:32][CH2:33][C:34]([O:36][CH3:37])=[O:35].[Cl-], predict the reaction product. The product is: [CH3:37][O:36][C:34](=[O:35])[CH2:33][O:32][C:31]1[CH:30]=[CH:29][C:28]([C:38]2[CH:43]=[CH:42][C:41]([CH2:44][NH:45][C:22]([C:17]3[CH:16]=[N:15][N:14]([C:8]4[CH:13]=[CH:12][CH:11]=[CH:10][CH:9]=4)[C:18]=3[CH2:19][CH2:20][CH3:21])=[O:23])=[CH:40][CH:39]=2)=[CH:27][C:26]=1[Br:25]. (4) Given the reactants [Mg].[Cl-].[Ce+3].[Cl-].[Cl-].Br[CH2:7][CH2:8][CH2:9][CH2:10]Br.CO[C:14](=[O:31])[C:15]1[CH:20]=[CH:19][C:18]([C:21]2[NH:26][C:25](=[O:27])[C:24]3=[CH:28][CH:29]=[CH:30][N:23]3[N:22]=2)=[CH:17][CH:16]=1, predict the reaction product. The product is: [OH:31][C:14]1([C:15]2[CH:16]=[CH:17][C:18]([C:21]3[NH:26][C:25](=[O:27])[C:24]4=[CH:28][CH:29]=[CH:30][N:23]4[N:22]=3)=[CH:19][CH:20]=2)[CH2:10][CH2:9][CH2:8][CH2:7]1. (5) Given the reactants Br[C:2]1[S:3][C:4]([C:7]([O:9][CH3:10])=[O:8])=[CH:5][N:6]=1.[NH:11]1[CH2:16][CH2:15][NH:14][CH2:13][CH2:12]1, predict the reaction product. The product is: [N:11]1([C:2]2[S:3][C:4]([C:7]([O:9][CH3:10])=[O:8])=[CH:5][N:6]=2)[CH2:16][CH2:15][NH:14][CH2:13][CH2:12]1. (6) Given the reactants NC1(C2C=CC(C3C(=O)C4C(=CC=C(F)C=4)OC=3C3C=CC=CC=3)=CC=2)CCC1.C(OC(=O)[NH:36][C:37]1([C:41]2[CH:46]=[CH:45][C:44]([C:47]3[C:56](=[O:57])[C:55]4[C:50](=[C:51]([C:60]5[CH:61]=[N:62][NH:63][CH:64]=5)[C:52]([O:58][CH3:59])=[CH:53][CH:54]=4)[O:49][C:48]=3[C:65]3[CH:70]=[CH:69][CH:68]=[CH:67][CH:66]=3)=[CH:43][CH:42]=2)[CH2:40][CH2:39][CH2:38]1)(C)(C)C.C(O)(C(F)(F)F)=O, predict the reaction product. The product is: [NH2:36][C:37]1([C:41]2[CH:42]=[CH:43][C:44]([C:47]3[C:56](=[O:57])[C:55]4[C:50](=[C:51]([C:60]5[CH:64]=[N:63][NH:62][CH:61]=5)[C:52]([O:58][CH3:59])=[CH:53][CH:54]=4)[O:49][C:48]=3[C:65]3[CH:70]=[CH:69][CH:68]=[CH:67][CH:66]=3)=[CH:45][CH:46]=2)[CH2:38][CH2:39][CH2:40]1.